This data is from Forward reaction prediction with 1.9M reactions from USPTO patents (1976-2016). The task is: Predict the product of the given reaction. (1) Given the reactants C([NH:5][S:6]([C:9]1[CH:14]=[CH:13][CH:12]=[CH:11][C:10]=1[C:15]1[CH:23]=[CH:22][C:18]([C:19](Cl)=[O:20])=[CH:17][CH:16]=1)(=[O:8])=[O:7])(C)(C)C.[NH2:24][C:25]1[CH:29]=[CH:28][S:27][C:26]=1[C:30]([NH:32][C:33]1[CH:38]=[C:37](Cl)[CH:36]=[CH:35][N:34]=1)=[O:31].N1C=CC=CC=1.[Cl:46]CCl, predict the reaction product. The product is: [Cl:46][C:36]1[CH:37]=[CH:38][C:33]([NH:32][C:30]([C:26]2[S:27][CH:28]=[CH:29][C:25]=2[NH:24][C:19]([C:18]2[CH:17]=[CH:16][C:15]([C:10]3[CH:11]=[CH:12][CH:13]=[CH:14][C:9]=3[S:6](=[O:7])(=[O:8])[NH2:5])=[CH:23][CH:22]=2)=[O:20])=[O:31])=[N:34][CH:35]=1. (2) Given the reactants Br[CH2:2][CH2:3][O:4][C:5](=[O:10])[C:6]([CH3:9])([CH3:8])[CH3:7].[C:11]([O:15][C:16](=[O:24])[NH:17][C@@H:18]1[CH2:23][CH2:22][CH2:21][NH:20][CH2:19]1)([CH3:14])([CH3:13])[CH3:12].C(=O)([O-])[O-].[K+].[K+].[I-].[Na+], predict the reaction product. The product is: [C:11]([O:15][C:16]([NH:17][C@@H:18]1[CH2:23][CH2:22][CH2:21][N:20]([CH2:2][CH2:3][O:4][C:5](=[O:10])[C:6]([CH3:9])([CH3:8])[CH3:7])[CH2:19]1)=[O:24])([CH3:14])([CH3:12])[CH3:13].